This data is from Forward reaction prediction with 1.9M reactions from USPTO patents (1976-2016). The task is: Predict the product of the given reaction. (1) Given the reactants [NH:1]1[C:5]([C:6]2[CH:11]=[CH:10][CH:9]=[CH:8][C:7]=2[C:12]2[CH:13]=[C:14]3[C:18](=[CH:19][CH:20]=2)[C@@H:17]([N:21]2[C:25]4=[N:26][C:27]([C:31]#[C:32][C:33]5[CH:34]=[N:35][CH:36]=[CH:37][CH:38]=5)=[CH:28][C:29]([CH3:30])=[C:24]4[N:23]=[C:22]2[CH2:39][CH3:40])[CH2:16][CH2:15]3)=[N:4][N:3]=[N:2]1, predict the reaction product. The product is: [NH:4]1[C:5]([C:6]2[CH:11]=[CH:10][CH:9]=[CH:8][C:7]=2[C:12]2[CH:13]=[C:14]3[C:18](=[CH:19][CH:20]=2)[C@@H:17]([N:21]2[C:25]4=[N:26][C:27]([CH2:31][CH2:32][C:33]5[CH:34]=[N:35][CH:36]=[CH:37][CH:38]=5)=[CH:28][C:29]([CH3:30])=[C:24]4[N:23]=[C:22]2[CH2:39][CH3:40])[CH2:16][CH2:15]3)=[N:1][N:2]=[N:3]1. (2) The product is: [Br:1][C:2]1[CH:3]=[C:4]2[C:9](=[CH:10][CH:11]=1)[N:8]=[C:7]([Cl:12])[C:6]([CH2:13][OH:14])=[CH:5]2. Given the reactants [Br:1][C:2]1[CH:3]=[C:4]2[C:9](=[CH:10][CH:11]=1)[N:8]=[C:7]([Cl:12])[C:6]([CH:13]=[O:14])=[CH:5]2.[BH4-].[Na+], predict the reaction product. (3) Given the reactants [F:1][C:2]1[CH:3]=[C:4]([CH:34]=[CH:35][CH:36]=1)[CH2:5][O:6][C:7]1[CH:12]=[CH:11][C:10]([NH:13][C:14]2[C:23]3[C:18](=[CH:19][CH:20]=[CH:21][C:22]=3[CH2:24][N:25]3[CH2:30][CH2:29][C@@H:28]([NH2:31])[C@H:27](O)[CH2:26]3)[N:17]=[CH:16][N:15]=2)=[CH:9][C:8]=1[Cl:33], predict the reaction product. The product is: [F:1][C:2]1[CH:3]=[C:4]([CH:34]=[CH:35][CH:36]=1)[CH2:5][O:6][C:7]1[CH:12]=[CH:11][C:10]([NH:13][C:14]2[C:23]3[C:18](=[CH:19][CH:20]=[CH:21][C:22]=3[CH2:24][N:25]3[CH2:26][CH2:27][CH:28]([NH2:31])[CH2:29][CH2:30]3)[N:17]=[CH:16][N:15]=2)=[CH:9][C:8]=1[Cl:33]. (4) Given the reactants Br[CH:2]([C:15]1[CH:20]=[CH:19][CH:18]=[CH:17][CH:16]=1)[C:3]([C:5]1[C:13]2[C:8](=[C:9]([CH3:14])[CH:10]=[CH:11][CH:12]=2)[NH:7][CH:6]=1)=[O:4].[CH3:21][O:22][C:23]1[CH:24]=[C:25]([CH:27]=[C:28]([O:30][CH3:31])[CH:29]=1)[NH2:26], predict the reaction product. The product is: [CH3:31][O:30][C:28]1[CH:27]=[C:25]([NH:26][CH:2]([C:15]2[CH:20]=[CH:19][CH:18]=[CH:17][CH:16]=2)[C:3]([C:5]2[C:13]3[C:8](=[C:9]([CH3:14])[CH:10]=[CH:11][CH:12]=3)[NH:7][CH:6]=2)=[O:4])[CH:24]=[C:23]([O:22][CH3:21])[CH:29]=1. (5) Given the reactants Cl[C:2]1[C:3]2[CH2:20][C:19](=[O:21])[NH:18][C:4]=2[N:5]=[C:6]([S:8][CH2:9][C:10]2[CH:15]=[CH:14][CH:13]=[C:12]([F:16])[C:11]=2[F:17])[N:7]=1.[NH2:22][C@H:23]([CH3:26])[CH2:24][OH:25], predict the reaction product. The product is: [F:17][C:11]1[C:12]([F:16])=[CH:13][CH:14]=[CH:15][C:10]=1[CH2:9][S:8][C:6]1[N:7]=[C:2]([NH:22][C@H:23]([CH3:26])[CH2:24][OH:25])[C:3]2[CH2:20][C:19](=[O:21])[NH:18][C:4]=2[N:5]=1. (6) Given the reactants [NH2:1][C@H:2]1[CH2:7][CH2:6][C@H:5]([NH:8][C:9]2[CH:14]=[C:13]([C:15]3[C:20]([Cl:21])=[CH:19][CH:18]=[C:17]([NH:22][CH2:23][CH:24]4[CH2:29][CH2:28][O:27][C:26]([CH3:31])([CH3:30])[CH2:25]4)[N:16]=3)[C:12]([Cl:32])=[CH:11][N:10]=2)[CH2:4][CH2:3]1.[F:33][C:34]([F:39])([F:38])[C@H:35]1[O:37][CH2:36]1, predict the reaction product. The product is: [Cl:21][C:20]1[C:15]([C:13]2[C:12]([Cl:32])=[CH:11][N:10]=[C:9]([NH:8][C@H:5]3[CH2:6][CH2:7][C@H:2]([NH:1][CH2:36][C@H:35]([OH:37])[C:34]([F:39])([F:38])[F:33])[CH2:3][CH2:4]3)[CH:14]=2)=[N:16][C:17]([NH:22][CH2:23][CH:24]2[CH2:29][CH2:28][O:27][C:26]([CH3:30])([CH3:31])[CH2:25]2)=[CH:18][CH:19]=1. (7) Given the reactants [Cl:1][C:2]1[C:7]([CH2:8][OH:9])=[CH:6][C:5]([F:10])=[CH:4][N:3]=1.[CH3:11]I, predict the reaction product. The product is: [Cl:1][C:2]1[C:7]([CH2:8][O:9][CH3:11])=[CH:6][C:5]([F:10])=[CH:4][N:3]=1.